From a dataset of Full USPTO retrosynthesis dataset with 1.9M reactions from patents (1976-2016). Predict the reactants needed to synthesize the given product. (1) Given the product [Cl:15][C:16]1[CH:17]=[C:18]([C:23]2([C:37]([F:39])([F:38])[F:40])[O:27][N:26]=[C:25]([C:28]3[S:32][C:31]([CH:33]([NH:35][C:1](=[O:4])[CH2:2][CH3:3])[CH3:34])=[C:30]([CH3:36])[CH:29]=3)[CH2:24]2)[CH:19]=[C:20]([Cl:22])[CH:21]=1, predict the reactants needed to synthesize it. The reactants are: [C:1](Cl)(=[O:4])[CH2:2][CH3:3].CCN(C(C)C)C(C)C.[Cl:15][C:16]1[CH:17]=[C:18]([C:23]2([C:37]([F:40])([F:39])[F:38])[O:27][N:26]=[C:25]([C:28]3[S:32][C:31]([CH:33]([NH2:35])[CH3:34])=[C:30]([CH3:36])[CH:29]=3)[CH2:24]2)[CH:19]=[C:20]([Cl:22])[CH:21]=1. (2) The reactants are: Cl.[NH:2]1[CH2:7][CH2:6][CH2:5][CH2:4][C:3]1=O.N1C=CC=CC=1.[C:15]1([CH3:25])[CH:20]=[CH:19][C:18]([S:21](Cl)(=[O:23])=[O:22])=[CH:17][CH:16]=1.[OH2:26]. Given the product [CH3:25][C:15]1[CH:20]=[CH:19][C:18]([S:21]([N:2]2[CH2:7][CH2:6][C:5](=[O:26])[CH2:4][CH2:3]2)(=[O:23])=[O:22])=[CH:17][CH:16]=1, predict the reactants needed to synthesize it. (3) Given the product [CH2:1]([C:3]1[CH:4]=[C:5]2[C:10](=[CH:11][C:12]=1[OH:13])[O:9][CH:8]([C:14]([F:15])([F:16])[F:17])[C:7]([C:18]([O:20][CH2:27][CH3:28])=[O:19])=[CH:6]2)[CH3:2], predict the reactants needed to synthesize it. The reactants are: [CH2:1]([C:3]1[CH:4]=[C:5]2[C:10](=[CH:11][C:12]=1[OH:13])[O:9][CH:8]([C:14]([F:17])([F:16])[F:15])[C:7]([C:18]([OH:20])=[O:19])=[CH:6]2)[CH3:2].C(=O)([O-])[O-].[Cs+].[Cs+].[CH2:27](Br)[CH3:28].C(OCC)(=O)C. (4) Given the product [CH:25]1([C:21]2[CH:22]=[C:23]([CH3:24])[C:18]([N:15]3[CH2:16][CH2:17][N:12]([C:10]([C:5]4[CH:4]=[CH:3][C:2]([N:29]5[CH2:30][CH2:31][CH2:32][CH2:33][S:28]5(=[O:35])=[O:34])=[CH:9][C:6]=4[C:7]#[N:8])=[O:11])[CH2:13][CH2:14]3)=[N:19][CH:20]=2)[CH2:27][CH2:26]1, predict the reactants needed to synthesize it. The reactants are: Br[C:2]1[CH:3]=[CH:4][C:5]([C:10]([N:12]2[CH2:17][CH2:16][N:15]([C:18]3[C:23]([CH3:24])=[CH:22][C:21]([CH:25]4[CH2:27][CH2:26]4)=[CH:20][N:19]=3)[CH2:14][CH2:13]2)=[O:11])=[C:6]([CH:9]=1)[C:7]#[N:8].[S:28]1(=[O:35])(=[O:34])[CH2:33][CH2:32][CH2:31][CH2:30][NH:29]1. (5) Given the product [CH3:7][N:5]1[CH:6]=[C:2]([C:21]2[CH:22]=[CH:23][CH:24]=[C:25]3[C:20]=2[N:19]=[C:18]([NH:17][C:11]2[CH:12]=[CH:13][CH:14]=[CH:15][CH:16]=2)[CH:27]=[CH:26]3)[CH:3]=[C:4]1[C:8]([NH2:10])=[O:9], predict the reactants needed to synthesize it. The reactants are: Br[C:2]1[CH:3]=[C:4]([C:8]([NH2:10])=[O:9])[N:5]([CH3:7])[CH:6]=1.[C:11]1([NH:17][C:18]2[CH:27]=[CH:26][C:25]3[C:20](=[C:21](B(O)O)[CH:22]=[CH:23][CH:24]=3)[N:19]=2)[CH:16]=[CH:15][CH:14]=[CH:13][CH:12]=1.CC(C1C=C(C(C)C)C(C2C=CC=CC=2P(C2CCCCC2)C2CCCCC2)=C(C(C)C)C=1)C.